This data is from Reaction yield outcomes from USPTO patents with 853,638 reactions. The task is: Predict the reaction yield, written as a fraction of the theoretical maximum amount of product (1.0 means a 100% yield; for example, 0.34 means a 34% yield). (1) The reactants are II.Br[CH2:4][CH2:5][CH2:6][O:7][CH3:8].Br[C:10]1[CH:15]=[C:14]([CH:16]([O:19][CH3:20])[O:17][CH3:18])[C:13]([Cl:21])=[CH:12][N:11]=1.CCOC(C)=O. The product is [Cl:21][C:13]1[C:14]([CH:16]([O:19][CH3:20])[O:17][CH3:18])=[CH:15][C:10]([CH2:4][CH2:5][CH2:6][O:7][CH3:8])=[N:11][CH:12]=1. The catalyst is C1COCC1.Cl[Ni]1(Cl)[P](C2C=CC=CC=2)(C2C=CC=CC=2)CCC[P]1(C1C=CC=CC=1)C1C=CC=CC=1. The yield is 0.620. (2) The reactants are [Br-].[Br-].[NH2:3][C:4]1[N:9]=[C:8]([NH2:10])[C:7]([NH2:11])=[C:6]([NH2:12])[N:5]=1.[Br:13][CH2:14][C:15](=O)[CH:16]=NO. The catalyst is CO. The product is [NH2:3][C:4]1[N:9]=[C:8]([NH2:10])[C:7]2[C:6](=[N:12][CH:16]=[C:15]([CH2:14][Br:13])[N:11]=2)[N:5]=1. The yield is 0.880. (3) The yield is 0.360. The product is [Cl:1][C:2]1[CH:6]=[N:5][N:4]([CH3:7])[C:3]=1[C:8]1[CH:9]=[C:10]([NH:16][C:26]([NH:25][C:19]2[CH:20]=[CH:21][C:22]([F:24])=[CH:23][C:18]=2[F:17])=[O:27])[CH:11]=[CH:12][C:13]=1[O:14][CH3:15]. The reactants are [Cl:1][C:2]1[CH:6]=[N:5][N:4]([CH3:7])[C:3]=1[C:8]1[CH:9]=[C:10]([NH2:16])[CH:11]=[CH:12][C:13]=1[O:14][CH3:15].[F:17][C:18]1[CH:23]=[C:22]([F:24])[CH:21]=[CH:20][C:19]=1[N:25]=[C:26]=[O:27]. No catalyst specified.